Dataset: Experimentally validated miRNA-target interactions with 360,000+ pairs, plus equal number of negative samples. Task: Binary Classification. Given a miRNA mature sequence and a target amino acid sequence, predict their likelihood of interaction. (1) The miRNA is hsa-miR-122-3p with sequence AACGCCAUUAUCACACUAAAUA. The protein sequence of the target gene is MAGPGPGPGDPDEQYDFLFKLVLVGDASVGKTCVVQRFKTGAFSERQGSTIGVDFTMKTLEIQGKRVKLQIWDTAGQERFRTITQSYYRSANGAILAYDITKRSSFLSVPHWIEDVRKYAGSNIVQLLIGNKSDLSELREVSLAEAQSLAEHYDILCAIETSAKDSSNVEEAFLRVATELIMRHGGPLFSEKSPDHIQLNSKDIGEGWGCGC. Result: 0 (no interaction). (2) The miRNA is hsa-miR-5006-5p with sequence UUGCCAGGGCAGGAGGUGGAA. The protein sequence of the target gene is MTISFLLRSCLRSAVRSLPKAALIRNTSSMTEGLQPASVVVLPRSLAPAFESFCQGNRGPLPLLGQSEAVKTLPQLSAVSDIRTICPQLQKYKFGTCTGILTSLEEHSEQLKEMVTFIIDCSFSIEEALEQAGIPRRDLTGPSHAGAYKTTVPCATIAGFCCPLVVTMRPIPKDKLERLLQATHAIRGQQGQPIHIGDPGLLGIEALSKPDYGSYVECRPEDVPVFWPSPLTSLEAVISCKAPLAFASPPGCMVMVPKDTASSASCLTPEMVPEVHAISKDPLHYSIVSAPAAQKVRELE.... Result: 0 (no interaction). (3) The miRNA is hsa-miR-4424 with sequence AGAGUUAACUCAAAAUGGACUA. The protein sequence of the target gene is MAAAVAAAPGALGSLHAGGARLVAACSAWLCPGLRLPGSLAGRRAGPAIWAQGWVPAAGGPAPKRGYSSEMKTEDELRVRHLEEENRGIVVLGINRAYGKNSLSKNLIKMLSKAVDALKSDKKVRTIIIRSEVPGIFCAGADLKERAKMSSSEVGPFVSKIRAVINDIANLPVPTIAAIDGLALGGGLELALACDIRVAASSAKMGLVETKLAIIPGGGGTQRLPRAIGMSLAKELIFSARVLDGKEAKAVGLISHVLEQNQEGDAAYRKALDLAREFLPQGPVAMRVAKLAINQGMEVD.... Result: 0 (no interaction). (4) The miRNA is hsa-miR-455-3p with sequence GCAGUCCAUGGGCAUAUACAC. The protein sequence of the target gene is MTTSTLQKAIDLVTKATEEDKAKNYEEALRLYQHAVEYFLHAIKYEAHSDKAKESIRAKCVQYLDRAEKLKDYLRSKEKHGKKPVKENQSEGKGSDSDSEGDNPEKKKLQEQLMGAVVMEKPNIRWNDVAGLEGAKEALKEAVILPIKFPHLFTGKRTPWRGILLFGPPGTGKSYLAKAVATEANNSTFFSVSSSDLMSKWLGESEKLVKNLFELARQHKPSIIFIDEVDSLCGSRNENESEAARRIKTEFLVQMQGVGNNNDGTLVLGATNIPWVLDSAIRRRFEKRIYIPLPEEAARA.... Result: 1 (interaction). (5) The miRNA is hsa-miR-4524a-3p with sequence UGAGACAGGCUUAUGCUGCUAU. The protein sequence of the target gene is MVQRYQSPVRVYKYPFELVMAAYEKRFPTCPQIPVFLGSEVLRESRSPDGAVHVVERSCRLRVDAPRLLRKIAGVEHVVFVQTNILNWKERTLLIEAHNETFANRVVVNEHCSYTVHPENEDWTCFEQSASLDIRSFFGFENALEKIAMKQYTANVKRGKEVIEHYLNELISQGTSHIPRWTPAPVREEDARNQAGPRDPSSLEAHGPRSTLGPALEAVSMDGDKLDADYIERCLGHLTPMQESCLIQLRHWLQETHKGKIPKDEHILRFLRAHDFHLDKAREMLRQSLSWRKQHQVDLL.... Result: 1 (interaction).